This data is from Peptide-MHC class II binding affinity with 134,281 pairs from IEDB. The task is: Regression. Given a peptide amino acid sequence and an MHC pseudo amino acid sequence, predict their binding affinity value. This is MHC class II binding data. (1) The peptide sequence is YDKFLANVHTVLTGK. The MHC is DRB1_1101 with pseudo-sequence DRB1_1101. The binding affinity (normalized) is 0.443. (2) The peptide sequence is VTVDAAVLAAIDADA. The MHC is DRB1_0901 with pseudo-sequence DRB1_0901. The binding affinity (normalized) is 0.389. (3) The peptide sequence is TLEALDYKECEWPLT. The MHC is DRB4_0103 with pseudo-sequence DRB4_0103. The binding affinity (normalized) is 0. (4) The peptide sequence is SIINHKFCNLSDAHK. The MHC is DRB1_0405 with pseudo-sequence DRB1_0405. The binding affinity (normalized) is 0.584.